This data is from Catalyst prediction with 721,799 reactions and 888 catalyst types from USPTO. The task is: Predict which catalyst facilitates the given reaction. (1) Reactant: [CH:1]1([CH2:6][CH:7]([C:16]2[NH:20][C:19]([C:21]3[N:26]=[CH:25][C:24]([CH:27]([OH:30])[CH2:28][OH:29])=[CH:23][CH:22]=3)=[CH:18][CH:17]=2)[C:8]2[CH:13]=[CH:12][C:11](SC)=[CH:10][N:9]=2)[CH2:5][CH2:4][CH2:3][CH2:2]1.O1CCC[CH2:32]1.O.O[O:38][S:39]([O-:41])=O.[K+]. Product: [CH:1]1([CH2:6][CH:7]([C:16]2[NH:20][C:19]([C:21]3[N:26]=[CH:25][C:24]([CH:27]([OH:30])[CH2:28][OH:29])=[CH:23][CH:22]=3)=[CH:18][CH:17]=2)[C:8]2[CH:13]=[CH:12][C:11]([S:39]([CH3:32])(=[O:41])=[O:38])=[CH:10][N:9]=2)[CH2:5][CH2:4][CH2:3][CH2:2]1. The catalyst class is: 370. (2) Reactant: [F:1][CH:2]([F:15])[C:3]1[C:12]2[CH2:11][CH2:10][CH2:9][CH2:8][C:7]=2[N+:6]([O-])=[C:5]([CH3:14])[CH:4]=1.FC(F)(F)C(OC(=O)C(F)(F)F)=[O:19]. Product: [F:1][CH:2]([F:15])[C:3]1[C:12]2[CH2:11][CH2:10][CH2:9][CH:8]([OH:19])[C:7]=2[N:6]=[C:5]([CH3:14])[CH:4]=1. The catalyst class is: 4. (3) Reactant: [N+:1]([C:4]1[CH:8]=[N:7][NH:6][N:5]=1)([O-:3])=[O:2].Cl[C:10]([F:15])([F:14])C([O-])=O.[Na+].C([O-])([O-])=O.[K+].[K+]. Product: [F:14][CH:10]([F:15])[N:6]1[N:5]=[C:4]([N+:1]([O-:3])=[O:2])[CH:8]=[N:7]1. The catalyst class is: 10. (4) Reactant: Cl[C:2]1[N:3]=[CH:4][C:5]([C:8]2[O:12][N:11]=[C:10]([C:13]3[CH:21]=[CH:20][C:19]4[N:18]5[CH2:22][CH:23]([CH2:25][C:26]([O:28][C:29]([CH3:32])([CH3:31])[CH3:30])=[O:27])[CH2:24][C:17]5=[CH:16][C:15]=4[CH:14]=3)[N:9]=2)=[N:6][CH:7]=1.[CH3:33][CH:34]([OH:36])[CH3:35].CC([O-])(C)C.[K+].O. Product: [CH:34]([O:36][C:2]1[N:3]=[CH:4][C:5]([C:8]2[O:12][N:11]=[C:10]([C:13]3[CH:21]=[CH:20][C:19]4[N:18]5[CH2:17][CH2:24][CH:23]([CH2:25][C:26]([O:28][C:29]([CH3:32])([CH3:31])[CH3:30])=[O:27])[C:22]5=[CH:16][C:15]=4[CH:14]=3)[N:9]=2)=[N:6][CH:7]=1)([CH3:35])[CH3:33]. The catalyst class is: 3. (5) Reactant: [F:1][C:2]1[CH:20]=[CH:19][C:5]([CH2:6][N:7]2[CH2:12][CH2:11][N:10]([CH2:13][C:14](OCC)=[O:15])[CH2:9][CH2:8]2)=[CH:4][CH:3]=1.[NH2:21][NH2:22]. Product: [F:1][C:2]1[CH:20]=[CH:19][C:5]([CH2:6][N:7]2[CH2:12][CH2:11][N:10]([CH2:13][C:14]([NH:21][NH2:22])=[O:15])[CH2:9][CH2:8]2)=[CH:4][CH:3]=1. The catalyst class is: 14. (6) Reactant: [Cl:1][C:2]1[CH:3]=[C:4]([CH:8]=[CH:9][C:10]=1[O:11][C:12]1[CH:17]=[CH:16][CH:15]=[C:14]([C:18]2[CH:23]=[CH:22][N:21]=[CH:20][N:19]=2)[C:13]=1[C:24]#[N:25])[C:5](O)=[O:6].F[P-](F)(F)(F)(F)F.N1(OC(N(C)C)=[N+](C)C)C2N=CC=CC=2N=N1.C(N(CC)CC)C.[NH2:57][CH2:58][C:59]1[C:60]([OH:67])=[N:61][C:62]([CH3:66])=[CH:63][C:64]=1[CH3:65]. Product: [Cl:1][C:2]1[CH:3]=[C:4]([CH:8]=[CH:9][C:10]=1[O:11][C:12]1[CH:17]=[CH:16][CH:15]=[C:14]([C:18]2[CH:23]=[CH:22][N:21]=[CH:20][N:19]=2)[C:13]=1[C:24]#[N:25])[C:5]([NH:57][CH2:58][C:59]1[C:60]([OH:67])=[N:61][C:62]([CH3:66])=[CH:63][C:64]=1[CH3:65])=[O:6]. The catalyst class is: 46. (7) Reactant: [Na+].[C:2]([C:4]1[CH:5]=[C:6]([C:14]2[S:18][C:17]([C:19]3[C:20]([CH3:34])=[C:21]4[C:26](=[CH:27][CH:28]=3)[CH2:25][N:24]([CH2:29][CH2:30][C:31]([O-:33])=O)[CH2:23][CH2:22]4)=[N:16][N:15]=2)[CH:7]=[CH:8][C:9]=1[O:10][CH:11]([CH3:13])[CH3:12])#[N:3].[CH2:35]([N:37](CC)[CH2:38]C)C.C(Cl)CCl.CNC.C1COCC1. Product: [C:2]([C:4]1[CH:5]=[C:6]([C:14]2[S:18][C:17]([C:19]3[C:20]([CH3:34])=[C:21]4[C:26](=[CH:27][CH:28]=3)[CH2:25][N:24]([CH2:29][CH2:30][C:31]([N:37]([CH3:38])[CH3:35])=[O:33])[CH2:23][CH2:22]4)=[N:16][N:15]=2)[CH:7]=[CH:8][C:9]=1[O:10][CH:11]([CH3:12])[CH3:13])#[N:3]. The catalyst class is: 39. (8) Product: [CH3:1][CH:2]([CH3:13])[CH:3]([C:7]1[CH:12]=[CH:11][CH:10]=[CH:9][CH:8]=1)[C:4]([Cl:22])=[O:5]. The catalyst class is: 2. Reactant: [CH3:1][CH:2]([CH3:13])[CH:3]([C:7]1[CH:12]=[CH:11][CH:10]=[CH:9][CH:8]=1)[C:4](O)=[O:5].CN(C)C=O.C(Cl)(=O)C([Cl:22])=O. (9) Product: [CH2:12]([NH:16][C:1](=[O:10])[C:2]1[C:3](=[CH:5][CH:6]=[CH:7][CH:8]=1)[OH:4])[CH2:13][CH2:14][CH3:15]. The catalyst class is: 5. Reactant: [C:1]([O:10]C)(=O)[C:2]1[C:3](=[CH:5][CH:6]=[CH:7][CH:8]=1)[OH:4].[CH2:12]([NH2:16])[CH2:13][CH2:14][CH3:15].